Task: Regression. Given a peptide amino acid sequence and an MHC pseudo amino acid sequence, predict their binding affinity value. This is MHC class II binding data.. Dataset: Peptide-MHC class II binding affinity with 134,281 pairs from IEDB (1) The peptide sequence is IVYIKPAKNIYSFNE. The MHC is DRB1_0701 with pseudo-sequence DRB1_0701. The binding affinity (normalized) is 0.754. (2) The peptide sequence is AASIIGILHLILWIL. The MHC is DRB1_1302 with pseudo-sequence DRB1_1302. The binding affinity (normalized) is 0.252. (3) The peptide sequence is DQRGSGQVVTYALNT. The MHC is DRB3_0202 with pseudo-sequence DRB3_0202. The binding affinity (normalized) is 0.723. (4) The peptide sequence is AKGLNQEILELAQSET. The MHC is DRB1_0101 with pseudo-sequence DRB1_0101. The binding affinity (normalized) is 0.191. (5) The MHC is HLA-DQA10301-DQB10302 with pseudo-sequence HLA-DQA10301-DQB10302. The peptide sequence is EPKYFAATQFEPLAA. The binding affinity (normalized) is 0.402. (6) The peptide sequence is EHEILNDSGETVKCR. The MHC is DRB3_0301 with pseudo-sequence DRB3_0301. The binding affinity (normalized) is 0.605. (7) The peptide sequence is EVAKLDVVKLLYNEQ. The MHC is DRB1_0701 with pseudo-sequence DRB1_0701. The binding affinity (normalized) is 0.265.